This data is from Catalyst prediction with 721,799 reactions and 888 catalyst types from USPTO. The task is: Predict which catalyst facilitates the given reaction. (1) Reactant: [CH:1]1([N:4]2[C:8]([C:9]3[CH:14]=[CH:13][CH:12]=[CH:11][CH:10]=3)=[CH:7][N:6]([CH2:15][C:16]([O:18]CC)=[O:17])[C:5]2=[O:21])[CH2:3][CH2:2]1.[OH-].[K+]. Product: [CH:1]1([N:4]2[C:8]([C:9]3[CH:14]=[CH:13][CH:12]=[CH:11][CH:10]=3)=[CH:7][N:6]([CH2:15][C:16]([OH:18])=[O:17])[C:5]2=[O:21])[CH2:3][CH2:2]1. The catalyst class is: 5. (2) Reactant: [CH2:1]1[CH2:6][C@H:5]([C:7]([OH:9])=[O:8])[CH2:4][CH2:3][C@H:2]1[CH2:10][NH2:11].[C:12]([O:16][CH:17]([O:20][C:21](ON1C(=O)CCC1=O)=[O:22])[CH2:18][CH3:19])(=[O:15])[CH2:13][CH3:14]. Product: [C:12]([O:16][CH:17]([O:20][C:21]([NH:11][CH2:10][C@H:2]1[CH2:3][CH2:4][C@H:5]([C:7]([OH:9])=[O:8])[CH2:6][CH2:1]1)=[O:22])[CH2:18][CH3:19])(=[O:15])[CH2:13][CH3:14]. The catalyst class is: 761. (3) Reactant: C[O-].[Na+].C[O:5][C:6](=O)[C:7]1[CH:12]=[C:11]([O:13][Si:14]([C:17]([CH3:20])([CH3:19])[CH3:18])([CH3:16])[CH3:15])[CH:10]=[CH:9][C:8]=1[NH:21][C:22](=[O:27])[CH2:23][C:24](=[O:26])[CH3:25]. Product: [C:24]([C:23]1[C:22](=[O:27])[NH:21][C:8]2[C:7]([C:6]=1[OH:5])=[CH:12][C:11]([O:13][Si:14]([C:17]([CH3:18])([CH3:19])[CH3:20])([CH3:15])[CH3:16])=[CH:10][CH:9]=2)(=[O:26])[CH3:25]. The catalyst class is: 5.